This data is from Reaction yield outcomes from USPTO patents with 853,638 reactions. The task is: Predict the reaction yield, written as a fraction of the theoretical maximum amount of product (1.0 means a 100% yield; for example, 0.34 means a 34% yield). (1) The reactants are Br[C:2]1[C:3]([CH3:10])=[N:4][C:5]([CH3:9])=[C:6]([Br:8])[CH:7]=1.[CH2:11]([N:14]([CH3:16])[CH3:15])[C:12]#[CH:13]. The catalyst is C(NCC)C.CCOC(C)=O.C([O-])([O-])=O.[Na+].[Na+].[Cu](I)I.Cl[Pd](Cl)([P](C1C=CC=CC=1)(C1C=CC=CC=1)C1C=CC=CC=1)[P](C1C=CC=CC=1)(C1C=CC=CC=1)C1C=CC=CC=1. The product is [Br:8][C:6]1[CH:7]=[C:2]([C:13]#[C:12][CH2:11][N:14]([CH3:16])[CH3:15])[C:3]([CH3:10])=[N:4][C:5]=1[CH3:9]. The yield is 0.510. (2) The reactants are Br[C:2]1[CH:3]=[CH:4][C:5]2[O:11][CH2:10][CH2:9][N:8]3[CH:12]=[C:13]([C:15]4[N:19]([C:20]5[CH:25]=[CH:24][CH:23]=[CH:22][C:21]=5[Cl:26])[N:18]=[CH:17][N:16]=4)[N:14]=[C:7]3[C:6]=2[CH:27]=1.[N:28]1[CH:33]=[C:32](B(O)O)[CH:31]=[N:30][CH:29]=1.C([O-])([O-])=O.[Cs+].[Cs+].O. The catalyst is O1CCOCC1.C1C=CC(P(C2C=CC=CC=2)[C-]2C=CC=C2)=CC=1.C1C=CC(P(C2C=CC=CC=2)[C-]2C=CC=C2)=CC=1.Cl[Pd]Cl.[Fe+2]. The product is [Cl:26][C:21]1[CH:22]=[CH:23][CH:24]=[CH:25][C:20]=1[N:19]1[C:15]([C:13]2[N:14]=[C:7]3[C:6]4[CH:27]=[C:2]([C:32]5[CH:33]=[N:28][CH:29]=[N:30][CH:31]=5)[CH:3]=[CH:4][C:5]=4[O:11][CH2:10][CH2:9][N:8]3[CH:12]=2)=[N:16][CH:17]=[N:18]1. The yield is 0.642.